From a dataset of hERG potassium channel inhibition data for cardiac toxicity prediction from Karim et al.. Regression/Classification. Given a drug SMILES string, predict its toxicity properties. Task type varies by dataset: regression for continuous values (e.g., LD50, hERG inhibition percentage) or binary classification for toxic/non-toxic outcomes (e.g., AMES mutagenicity, cardiotoxicity, hepatotoxicity). Dataset: herg_karim. (1) The compound is C[C@H]1COc2c(N3CCN(C)CC3)c(F)cc3c(=O)c(C(=O)O)cn1c23. The result is 0 (non-blocker). (2) The drug is CC(CN(C)C)CN1c2ccccc2Sc2ccc(C#N)cc21. The result is 1 (blocker). (3) The drug is CC1CCCN1C(=O)c1ccc(-c2ccc3c(c2)CCN(CCN2CCCC2)C3=O)cc1. The result is 0 (non-blocker). (4) The compound is CC(=O)Nc1cccc(C2CCN(Cc3ccc(C(=O)c4nc(C)c(C)n4-c4ccc(F)cc4)cc3)CC2)c1. The result is 1 (blocker). (5) The compound is Fc1ccc2c(C3C[N+]CCC3F)c(-c3ccc4ccccc4c3)[nH]c2c1. The result is 1 (blocker). (6) The compound is CN(C)c1ncc([C@H]2CC[C@H](N3CC(NC(=O)CNC(=O)c4cccc(C(F)(F)F)c4)C3)CC2)cn1. The result is 1 (blocker). (7) The compound is Cn1cc(C=C2C(=O)Nc3cccnc32)c2ccccc21. The result is 0 (non-blocker).